This data is from Forward reaction prediction with 1.9M reactions from USPTO patents (1976-2016). The task is: Predict the product of the given reaction. (1) Given the reactants [CH2:1]([O:4][C:5]1[CH:19]=[CH:18][C:8]([CH2:9][S:10][CH2:11][CH2:12][N:13]2[CH:17]=[CH:16][N:15]=[N:14]2)=[CH:7][CH:6]=1)[CH:2]=[CH2:3].ClC1C=C(C(OO)=[O:28])C=CC=1, predict the reaction product. The product is: [CH2:1]([O:4][C:5]1[CH:19]=[CH:18][C:8]([CH2:9][S:10]([CH2:11][CH2:12][N:13]2[CH:17]=[CH:16][N:15]=[N:14]2)=[O:28])=[CH:7][CH:6]=1)[CH:2]=[CH2:3]. (2) Given the reactants [N:1]([C@@H:4]([CH2:16][O:17][C:18](C1C=CC=CC=1)(C1C=CC=CC=1)C1C=CC=CC=1)[C@@H:5]([C@@H:8]1[CH2:13][CH2:12][O:11]C(C)(C)[O:9]1)C=C)=[N+:2]=[N-:3], predict the reaction product. The product is: [N:1]([C@@H:4]1[C@@H:5]2[C@@H:18]([O:11][CH2:12][CH2:13][C@@H:8]2[OH:9])[O:17][CH2:16]1)=[N+:2]=[N-:3]. (3) Given the reactants [N:1]1([CH2:6][CH2:7][OH:8])[CH:5]=[CH:4][N:3]=[CH:2]1.[CH3:9][O:10][CH2:11][C:12](OC)=[O:13], predict the reaction product. The product is: [CH3:9][O:10][CH2:11][C:12]([O:8][CH2:7][CH2:6][N:1]1[CH:5]=[CH:4][N:3]=[CH:2]1)=[O:13]. (4) Given the reactants [CH2:1]([O:5][C:6]([C:8]1[N:9]=[C:10](Br)[C:11]2[C:16]([C:17]=1[OH:18])=[CH:15][CH:14]=[CH:13][CH:12]=2)=[O:7])[CH2:2][CH2:3][CH3:4].[NH2:20][C:21]1[CH:26]=[CH:25][CH:24]=[CH:23][CH:22]=1, predict the reaction product. The product is: [CH2:1]([O:5][C:6]([C:8]1[N:9]=[C:10]([NH:20][C:21]2[CH:26]=[CH:25][CH:24]=[CH:23][CH:22]=2)[C:11]2[C:16]([C:17]=1[OH:18])=[CH:15][CH:14]=[CH:13][CH:12]=2)=[O:7])[CH2:2][CH2:3][CH3:4]. (5) The product is: [OH:25][C:23]([CH3:24])([CH3:27])[CH2:22][C:13]1([C:16]2[CH:17]=[CH:18][CH:19]=[CH:20][CH:21]=2)[O:12][C:11](=[O:26])[NH:10][CH2:15][CH2:14]1. Given the reactants BrC1C=CC([C@@H]([N:10]2[CH2:15][CH2:14][C@:13]([CH2:22][C:23](=[O:25])[CH3:24])([C:16]3[CH:21]=[CH:20][CH:19]=[CH:18][CH:17]=3)[O:12][C:11]2=[O:26])C)=CC=1.[CH3:27][Mg]Br, predict the reaction product. (6) The product is: [Cl:23][C:24]1[CH:29]=[CH:28][C:27]([CH2:30][S:31]([NH:34][C:20]([CH:18]2[CH2:19][N:16]([C:4]3[C:3]([C:1]#[N:2])=[CH:8][C:7]([C:9]([O:11][CH2:12][CH3:13])=[O:10])=[C:6]([CH2:14][CH3:15])[N:5]=3)[CH2:17]2)=[O:22])(=[O:32])=[O:33])=[CH:26][CH:25]=1. Given the reactants [C:1]([C:3]1[C:4]([N:16]2[CH2:19][CH:18]([C:20]([OH:22])=O)[CH2:17]2)=[N:5][C:6]([CH2:14][CH3:15])=[C:7]([C:9]([O:11][CH2:12][CH3:13])=[O:10])[CH:8]=1)#[N:2].[Cl:23][C:24]1[CH:29]=[CH:28][C:27]([CH2:30][S:31]([NH2:34])(=[O:33])=[O:32])=[CH:26][CH:25]=1, predict the reaction product. (7) The product is: [CH3:1][NH:2][C:3]([C:5]1[C:13]2[C:8](=[CH:9][C:10]([NH:14][C:15]3[CH:20]=[CH:19][CH:18]=[CH:17][C:16]=3[C:21](=[O:26])[NH:22][CH2:23][C:24]#[CH:25])=[CH:11][CH:12]=2)[NH:7][N:6]=1)=[O:4]. Given the reactants [CH3:1][NH:2][C:3]([C:5]1[C:13]2[C:8](=[CH:9][C:10]([NH:14][C:15]3[CH:20]=[CH:19][CH:18]=[CH:17][C:16]=3[C:21](=[O:26])[NH:22][CH2:23][C:24]#[CH:25])=[CH:11][CH:12]=2)[N:7](C2CCCCO2)[N:6]=1)=[O:4].C(Cl)Cl.OC(C(F)(F)F)=O.FC(F)(F)C(O)=O.C([SiH](CC)CC)C, predict the reaction product.